This data is from Reaction yield outcomes from USPTO patents with 853,638 reactions. The task is: Predict the reaction yield, written as a fraction of the theoretical maximum amount of product (1.0 means a 100% yield; for example, 0.34 means a 34% yield). (1) The reactants are [CH:1]([C:4]1[NH:5][C:6]([CH3:20])=[C:7]([C:9]2[C:10]([CH3:19])=[CH:11][C:12]([CH3:18])=[C:13]([CH:17]=2)[C:14]([OH:16])=O)[N:8]=1)([CH3:3])[CH3:2].Cl.[NH:22]1[CH2:25][CH:24]([C:26]2[CH:33]=[CH:32][C:29]([C:30]#[N:31])=[CH:28][CH:27]=2)[CH2:23]1.CCN=C=NCCCN(C)C.C1C=CC2N(O)N=NC=2C=1.CCN(C(C)C)C(C)C. The catalyst is CN(C=O)C.C([O-])(O)=O.[Na+]. The product is [CH:1]([C:4]1[NH:5][C:6]([CH3:20])=[C:7]([C:9]2[C:10]([CH3:19])=[CH:11][C:12]([CH3:18])=[C:13]([CH:17]=2)[C:14]([N:22]2[CH2:25][CH:24]([C:26]3[CH:33]=[CH:32][C:29]([C:30]#[N:31])=[CH:28][CH:27]=3)[CH2:23]2)=[O:16])[N:8]=1)([CH3:2])[CH3:3]. The yield is 0.220. (2) The reactants are [Cl:1][C:2]1[CH:13]=[C:12]([C:14]([F:17])([F:16])[F:15])[CH:11]=[C:10]([Cl:18])[C:3]=1[CH2:4][CH:5]([C:8]#[N:9])[C:6]#[N:7].[H-].[Na+].Br[CH2:22][CH2:23][C:24]([F:27])([F:26])[F:25]. The catalyst is CN(C)C=O. The product is [Cl:1][C:2]1[CH:13]=[C:12]([C:14]([F:15])([F:16])[F:17])[CH:11]=[C:10]([Cl:18])[C:3]=1[CH2:4][C:5]([CH2:22][CH2:23][C:24]([F:27])([F:26])[F:25])([C:6]#[N:7])[C:8]#[N:9]. The yield is 0.530. (3) The yield is 0.410. The product is [CH3:18][O:19][C:20]1[CH:25]=[CH:24][C:23]([NH:26][C:2]2[CH:7]=[C:6]([CH2:8][O:9][CH3:10])[N:5]=[C:4]([C:11]3[CH:16]=[CH:15][CH:14]=[C:13]([CH3:17])[CH:12]=3)[N:3]=2)=[CH:22][CH:21]=1. The reactants are Cl[C:2]1[CH:7]=[C:6]([CH2:8][O:9][CH3:10])[N:5]=[C:4]([C:11]2[CH:16]=[CH:15][CH:14]=[C:13]([CH3:17])[CH:12]=2)[N:3]=1.[CH3:18][O:19][C:20]1[CH:25]=[CH:24][C:23]([NH2:26])=[CH:22][CH:21]=1.Cl. The catalyst is O. (4) The reactants are [C:1]12([C:11](O)=[O:12])[CH2:10][CH:5]3[CH2:6][CH:7]([CH2:9][CH:3]([CH2:4]3)[CH2:2]1)[CH2:8]2.Br.[C:15]([O:19][C:20](=[O:30])[CH2:21][N:22]1[C:26]([CH3:27])=[C:25]([CH3:28])[S:24][C:23]1=[NH:29])([CH3:18])([CH3:17])[CH3:16]. The product is [C:15]([O:19][C:20](=[O:30])[CH2:21][N:22]1[C:26]([CH3:27])=[C:25]([CH3:28])[S:24][C:23]1=[N:29][C:11]([C:1]12[CH2:10][CH:5]3[CH2:4][CH:3]([CH2:9][CH:7]([CH2:6]3)[CH2:8]1)[CH2:2]2)=[O:12])([CH3:18])([CH3:16])[CH3:17]. No catalyst specified. The yield is 0.630. (5) The reactants are [Br:1][C:2]1[CH:10]=[C:6]([C:7]([OH:9])=O)[C:5]([OH:11])=[CH:4][CH:3]=1.[F:12][C:13]([F:22])([F:21])[C:14]1[CH:15]=[C:16]([CH:18]=[CH:19][CH:20]=1)[NH2:17]. No catalyst specified. The product is [F:12][C:13]([F:21])([F:22])[C:14]1[CH:15]=[C:16]([NH:17][C:7](=[O:9])[C:6]2[CH:10]=[C:2]([Br:1])[CH:3]=[CH:4][C:5]=2[OH:11])[CH:18]=[CH:19][CH:20]=1. The yield is 0.503.